From a dataset of hERG Central: cardiac toxicity at 1µM, 10µM, and general inhibition. Predict hERG channel inhibition at various concentrations. The compound is Cc1cccc(C(=O)N2CCN=C2SCc2ccc([N+](=O)[O-])cc2)c1. Results: hERG_inhib (hERG inhibition (general)): blocker.